This data is from Forward reaction prediction with 1.9M reactions from USPTO patents (1976-2016). The task is: Predict the product of the given reaction. Given the reactants [CH3:1][C:2]1([C:25]([O-:27])=[O:26])[O:7][CH2:6][CH:5]([CH2:8][CH2:9][CH2:10][CH2:11][CH:12]([C:19]2[CH:24]=[CH:23][CH:22]=[CH:21][CH:20]=2)[C:13]2[CH:18]=[CH:17][N:16]=[CH:15][CH:14]=2)[CH2:4][O:3]1.[OH-].[Na+], predict the reaction product. The product is: [CH3:1][C:2]1([C:25]([OH:27])=[O:26])[O:7][CH2:6][CH:5]([CH2:8][CH2:9][CH2:10][CH2:11][CH:12]([C:19]2[CH:24]=[CH:23][CH:22]=[CH:21][CH:20]=2)[C:13]2[CH:14]=[CH:15][N:16]=[CH:17][CH:18]=2)[CH2:4][O:3]1.